This data is from Forward reaction prediction with 1.9M reactions from USPTO patents (1976-2016). The task is: Predict the product of the given reaction. (1) Given the reactants Br[C:2]1[CH:3]=[C:4]([O:8][CH3:9])[CH:5]=[CH:6][CH:7]=1.C([Li])CCC.[CH2:15]([N:22]1[CH2:27][CH2:26][C:25](=[O:28])[CH2:24][CH2:23]1)[C:16]1[CH:21]=[CH:20][CH:19]=[CH:18][CH:17]=1, predict the reaction product. The product is: [CH3:9][O:8][C:4]1[CH:3]=[C:2]([C:25]2([OH:28])[CH2:26][CH2:27][N:22]([CH2:15][C:16]3[CH:21]=[CH:20][CH:19]=[CH:18][CH:17]=3)[CH2:23][CH2:24]2)[CH:7]=[CH:6][CH:5]=1. (2) Given the reactants Cl.[NH2:2][C@H:3]1[CH2:8][CH2:7][C@H:6]([OH:9])[CH2:5][CH2:4]1.C[O-].[Na+].Cl[C:14]1[N:22]=[C:21]2[C:17]([N:18]=[CH:19][N:20]2[CH:23]2[CH2:27][CH2:26][CH2:25][CH2:24]2)=[C:16]([NH:28][CH2:29][C:30]2[CH:31]=[N:32][C:33]([C:36]3[O:37][CH:38]=[CH:39][CH:40]=3)=[CH:34][CH:35]=2)[N:15]=1.CN1CCCC1=O, predict the reaction product. The product is: [CH:23]1([N:20]2[CH:19]=[N:18][C:17]3[C:21]2=[N:22][C:14]([NH:2][CH:3]2[CH2:8][CH2:7][CH:6]([OH:9])[CH2:5][CH2:4]2)=[N:15][C:16]=3[NH:28][CH2:29][C:30]2[CH:31]=[N:32][C:33]([C:36]3[O:37][CH:38]=[CH:39][CH:40]=3)=[CH:34][CH:35]=2)[CH2:24][CH2:25][CH2:26][CH2:27]1. (3) The product is: [C:4]1(=[O:6])[O:8][C:1](=[O:7])[CH:2]=[CH:3]1.[CH2:3]([NH2:16])[CH2:2][CH3:1].[CH2:1]([NH2:16])[CH2:2][CH2:3][CH3:4].[NH:16]1[CH2:3][CH2:4][O:6][CH2:12][CH2:11]1. Given the reactants [C:1]([OH:8])(=[O:7])/[CH:2]=[CH:3]\[C:4]([OH:6])=O.C1(=O)O[C:12](=O)[CH:11]=C1.[NH2:16]CC(O)=O.N[C@H](C(O)=O)CCC(O)=O.N[C@H](C(O)=O)C.N1CCC[C@H]1C(O)=O.C(O)(=O)C1C(=CC=CC=1)N.S(O)(=O)(C1C=CC(N)=CC=1)=O.NC1C=CC=C(C)C=1S(O)(=O)=O.C1C=CC2C=C(N)C=CC=2C=1, predict the reaction product. (4) Given the reactants [CH2:1]([O:8][CH2:9][CH2:10][C@H:11]1[CH2:14][C@@H:13]([CH2:15][N:16]2[CH2:21][CH2:20][N:19]([C:22]3[CH:27]=[CH:26][CH:25]=[CH:24][CH:23]=3)[CH2:18][CH2:17]2)[C:12]1([CH3:29])[CH3:28])[C:2]1[CH:7]=[CH:6][CH:5]=[CH:4][CH:3]=1.O.O.[C:32]([OH:37])(=[O:36])[C:33]([OH:35])=[O:34], predict the reaction product. The product is: [C:32]([OH:37])(=[O:36])[C:33]([OH:35])=[O:34].[CH2:1]([O:8][CH2:9][CH2:10][C@H:11]1[CH2:14][C@@H:13]([CH2:15][N:16]2[CH2:21][CH2:20][N:19]([C:22]3[CH:27]=[CH:26][CH:25]=[CH:24][CH:23]=3)[CH2:18][CH2:17]2)[C:12]1([CH3:29])[CH3:28])[C:2]1[CH:7]=[CH:6][CH:5]=[CH:4][CH:3]=1. (5) Given the reactants [CH3:1][C:2]1[C:11]2[C:6](=[CH:7][CH:8]=[CH:9][CH:10]=2)[N:5]=[C:4]([CH2:12][N:13]2[C:22](=[O:23])[C:21]3[N:20]([CH2:24][C:25]#[C:26][CH3:27])[C:19](Br)=[N:18][C:17]=3[N:16]([CH3:29])[C:14]2=[O:15])[N:3]=1.C(=O)([O-])[O-].[K+].[K+].Cl.Cl.[NH:38]1[CH2:43][CH2:42][CH2:41][C@@H:40]([NH2:44])[CH2:39]1, predict the reaction product. The product is: [CH3:27][C:26]#[C:25][CH2:24][N:20]1[C:19]([N:38]2[CH2:39][C@H:40]([NH2:44])[CH2:41][CH2:42][CH2:43]2)=[N:18][C:17]2[N:16]([CH3:29])[C:14]([N:13]([CH2:12][C:4]3[N:3]=[C:2]([CH3:1])[C:11]4[CH:10]=[CH:9][CH:8]=[CH:7][C:6]=4[N:5]=3)[C:22](=[O:23])[C:21]1=2)=[O:15]. (6) Given the reactants [CH:1]([S:4]([CH2:7][C:8]1[CH:13]=[C:12]([N:14]2[CH2:19][CH2:18][O:17][CH2:16][C@@H:15]2[CH3:20])[N:11]=[C:10]([C:21]2[CH:26]=[CH:25][C:24]([NH2:27])=[CH:23][CH:22]=2)[N:9]=1)(=[O:6])=[O:5])([CH3:3])[CH3:2].C(=O)(O)[O-].[Na+].Cl[C:34]([O:36][C:37]1[CH:42]=[CH:41][CH:40]=[CH:39][CH:38]=1)=[O:35], predict the reaction product. The product is: [CH:1]([S:4]([CH2:7][C:8]1[CH:13]=[C:12]([N:14]2[CH2:19][CH2:18][O:17][CH2:16][C@@H:15]2[CH3:20])[N:11]=[C:10]([C:21]2[CH:22]=[CH:23][C:24]([NH:27][C:34](=[O:35])[O:36][C:37]3[CH:42]=[CH:41][CH:40]=[CH:39][CH:38]=3)=[CH:25][CH:26]=2)[N:9]=1)(=[O:5])=[O:6])([CH3:2])[CH3:3]. (7) Given the reactants [NH2:1][C:2]([C:5]1[N:10]=[C:9]([C:11]([NH:13][CH2:14][C:15]2[CH:20]=[CH:19][C:18]([F:21])=[CH:17][C:16]=2S(C)(=O)=O)=[O:12])[C:8]([OH:26])=[C:7]([OH:27])[N:6]=1)([CH3:4])[CH3:3].C(N(CC)CC)C.[Cl:35][CH2:36][S:37](Cl)(=[O:39])=[O:38], predict the reaction product. The product is: [Cl:35][CH2:36][S:37]([O:26][C:8]1[C:9]([C:11]([NH:13][CH2:14][C:15]2[CH:20]=[CH:19][C:18]([F:21])=[CH:17][CH:16]=2)=[O:12])=[N:10][C:5]([C:2]([NH:1][S:37]([CH2:36][Cl:35])(=[O:39])=[O:38])([CH3:4])[CH3:3])=[N:6][C:7]=1[OH:27])(=[O:39])=[O:38]. (8) Given the reactants [Cl:1][C:2]1[CH:3]=[C:4]([NH:8][S:9]([C:12]2[S:16][CH:15]=[N:14][C:13]=2[CH3:17])(=[O:11])=[O:10])[CH:5]=[CH:6][CH:7]=1.Br[CH2:19][C:20]1[C:29]2[C:24](=[C:25]([F:30])[CH:26]=[CH:27][CH:28]=2)[NH:23][C:22](=[O:31])[CH:21]=1.C([O-])([O-])=O.[K+].[K+].CCOC(C)=O, predict the reaction product. The product is: [Cl:1][C:2]1[CH:3]=[C:4]([N:8]([CH2:19][C:20]2[C:29]3[C:24](=[C:25]([F:30])[CH:26]=[CH:27][CH:28]=3)[NH:23][C:22](=[O:31])[CH:21]=2)[S:9]([C:12]2[S:16][CH:15]=[N:14][C:13]=2[CH3:17])(=[O:11])=[O:10])[CH:5]=[CH:6][CH:7]=1. (9) Given the reactants [CH2:1]([C:3]([C:21]1[CH:26]=[CH:25][C:24]([OH:27])=[C:23]([CH3:28])[CH:22]=1)([C:6]1[CH:11]=[CH:10][C:9]([C:12]#[C:13][CH:14]([OH:19])[C:15]2([CH3:18])[CH2:17][CH2:16]2)=[C:8]([CH3:20])[CH:7]=1)[CH2:4][CH3:5])[CH3:2], predict the reaction product. The product is: [CH2:1]([C:3]([C:21]1[CH:26]=[CH:25][C:24]([OH:27])=[C:23]([CH3:28])[CH:22]=1)([C:6]1[CH:11]=[CH:10][C:9]([CH2:12][CH2:13][CH:14]([OH:19])[C:15]2([CH3:18])[CH2:17][CH2:16]2)=[C:8]([CH3:20])[CH:7]=1)[CH2:4][CH3:5])[CH3:2].